From a dataset of Peptide-MHC class I binding affinity with 185,985 pairs from IEDB/IMGT. Regression. Given a peptide amino acid sequence and an MHC pseudo amino acid sequence, predict their binding affinity value. This is MHC class I binding data. (1) The peptide sequence is KLQWLFAAL. The MHC is HLA-A02:01 with pseudo-sequence HLA-A02:01. The binding affinity (normalized) is 0.521. (2) The peptide sequence is AEGVVAFLI. The MHC is HLA-B40:01 with pseudo-sequence HLA-B40:01. The binding affinity (normalized) is 0.637. (3) The peptide sequence is HRYLIRQSN. The MHC is HLA-B39:01 with pseudo-sequence HLA-B39:01. The binding affinity (normalized) is 0.797.